Predict the reactants needed to synthesize the given product. From a dataset of Full USPTO retrosynthesis dataset with 1.9M reactions from patents (1976-2016). Given the product [Cl:35][CH2:2][CH:3]1[CH2:8][CH2:7][CH2:6][N:5]([C:9]([O:11][C:12]([CH3:15])([CH3:14])[CH3:13])=[O:10])[CH2:4]1, predict the reactants needed to synthesize it. The reactants are: O[CH2:2][CH:3]1[CH2:8][CH2:7][CH2:6][N:5]([C:9]([O:11][C:12]([CH3:15])([CH3:14])[CH3:13])=[O:10])[CH2:4]1.C1(P(C2C=CC=CC=2)C2C=CC=CC=2)C=CC=CC=1.[Cl:35]CC1CCN(C(OC(C)(C)C)=O)CC1.